Predict the reactants needed to synthesize the given product. From a dataset of Full USPTO retrosynthesis dataset with 1.9M reactions from patents (1976-2016). (1) Given the product [C:26]([OH:29])(=[O:28])[CH3:27].[C:26]([OH:29])(=[O:28])[CH3:27].[F:22][CH2:21][CH:9]1[CH2:10][NH:11][CH2:12][CH2:13][NH:8]1, predict the reactants needed to synthesize it. The reactants are: C([N:8]1[CH2:13][CH2:12][N:11](CC2C=CC=CC=2)[CH2:10][CH:9]1[CH2:21][F:22])C1C=CC=CC=1.C(O)C.[C:26]([OH:29])(=[O:28])[CH3:27]. (2) Given the product [CH:1]1([N:5]2[CH2:11][CH2:10][C:9]3[CH:12]=[CH:13][C:14]([C:26]4[CH:31]=[CH:30][C:29]([CH2:32][C:33](=[O:35])[CH3:34])=[CH:28][CH:27]=4)=[CH:15][C:8]=3[CH2:7][CH2:6]2)[CH2:2][CH2:3][CH2:4]1, predict the reactants needed to synthesize it. The reactants are: [CH:1]1([N:5]2[CH2:11][CH2:10][C:9]3[CH:12]=[CH:13][C:14](B4OC(C)(C)C(C)(C)O4)=[CH:15][C:8]=3[CH2:7][CH2:6]2)[CH2:4][CH2:3][CH2:2]1.Br[C:26]1[CH:31]=[CH:30][C:29]([CH2:32][C:33](=[O:35])[CH3:34])=[CH:28][CH:27]=1. (3) Given the product [OH:11][CH:10]1[O:9][C@H:8]([CH2:36][OH:37])[C@H:7]([OH:38])[C@H:6]([OH:39])[C@H:5]1[NH:4][C:2]([CH3:1])=[O:3], predict the reactants needed to synthesize it. The reactants are: [CH3:1][C:2]([NH:4][C@H:5]1[C@@H:10]([O:11]P(OP(OC[C@H]2O[C@@H](N3C(=O)NC(=O)C=C3)[C@H](O)[C@@H]2O)(O)=O)(O)=O)[O:9][C@H:8]([CH2:36][OH:37])[C@H:7]([OH:38])[C@@H:6]1[OH:39])=[O:3].C1C(=O)NC(=O)N(C2OC(COP(OP(OC3OC(C(O)=O)C(O)C(O)C3O)(O)=O)(O)=O)C(O)C2O)C=1.C(O)C(N)(CO)CO.Cl.[Na+].[Cl-].CC(N[C@H]1[C@H](O)O[C@H](OS(O)(=O)=O)[C@H](O)[C@@H]1O[C@@H]1O[C@H](C(O)=O)[C@@H](O)[C@H](O)[C@H]1O)=O. (4) The reactants are: [OH:1][CH2:2][CH2:3][N:4]1[C:16]2[CH2:15][CH2:14][CH2:13][CH:12]([C:17]([N:19]3[CH2:24][CH2:23][CH2:22][CH2:21][CH2:20]3)=[O:18])[C:11]=2[C:10]2[C:5]1=[CH:6][CH:7]=[CH:8][CH:9]=2.N1C=CC=CC=1.[CH3:31][S:32](Cl)(=[O:34])=[O:33]. Given the product [N:19]1([C:17]([CH:12]2[C:11]3[C:10]4[C:5](=[CH:6][CH:7]=[CH:8][CH:9]=4)[N:4]([CH2:3][CH2:2][O:1][S:32]([CH3:31])(=[O:34])=[O:33])[C:16]=3[CH2:15][CH2:14][CH2:13]2)=[O:18])[CH2:24][CH2:23][CH2:22][CH2:21][CH2:20]1, predict the reactants needed to synthesize it. (5) Given the product [F:22][C:9]1[CH:10]=[C:11]2[C:6](=[CH:7][CH:8]=1)[N:5]=[C:4]([CH:2]([N:28]1[C:24](=[O:34])[C:25]3[C:26](=[CH:30][CH:31]=[CH:32][CH:33]=3)[C:27]1=[O:29])[CH3:3])[C:13]([C:14]1[CH:19]=[CH:18][CH:17]=[CH:16][CH:15]=1)=[C:12]2[S:20][CH3:21], predict the reactants needed to synthesize it. The reactants are: Br[CH:2]([C:4]1[C:13]([C:14]2[CH:19]=[CH:18][CH:17]=[CH:16][CH:15]=2)=[C:12]([S:20][CH3:21])[C:11]2[C:6](=[CH:7][CH:8]=[C:9]([F:22])[CH:10]=2)[N:5]=1)[CH3:3].[K].[C:24]1(=[O:34])[NH:28][C:27](=[O:29])[C:26]2=[CH:30][CH:31]=[CH:32][CH:33]=[C:25]12. (6) Given the product [ClH:49].[ClH:49].[CH3:29][N:28]1[C:5]2[C:6]3[CH:11]=[CH:10][CH:9]=[CH:8][C:7]=3[O:12][C:13]3([CH2:14][CH2:15][NH:16][CH2:17][CH2:18]3)[C:4]=2[C:1]([CH3:2])=[N:27]1, predict the reactants needed to synthesize it. The reactants are: [C:1]([CH:4]1[C:13]2([CH2:18][CH2:17][N:16](C(OC(C)(C)C)=O)[CH2:15][CH2:14]2)[O:12][C:11]2[C:6](=[CH:7][CH:8]=[CH:9][CH:10]=2)[C:5]1=O)(=O)[CH3:2].[NH2:27][N:28](C)[C:29](=O)OC(C)(C)C.O.C1(C)C=CC(S(O)(=O)=O)=CC=1.[ClH:49]. (7) Given the product [F:1][C:2]1[C:7]2[NH:8][C:9](=[S:23])[CH2:10][CH2:11][NH:12][C:6]=2[CH:5]=[CH:4][CH:3]=1, predict the reactants needed to synthesize it. The reactants are: [F:1][C:2]1[C:7]2[NH:8][C:9](=O)[CH2:10][CH2:11][NH:12][C:6]=2[CH:5]=[CH:4][CH:3]=1.COC1C=CC(P2(SP(C3C=CC(OC)=CC=3)(=S)S2)=[S:23])=CC=1.